Dataset: Catalyst prediction with 721,799 reactions and 888 catalyst types from USPTO. Task: Predict which catalyst facilitates the given reaction. Reactant: [Li]C(C)(C)C.I[C:7]1[C:8]2[CH:16]=[CH:15][C:14]([O:17][CH3:18])=[CH:13][C:9]=2[S:10][C:11]=1[CH3:12]. Product: [CH3:18][O:17][C:14]1[CH:15]=[CH:16][C:8]2[CH:7]=[C:11]([CH3:12])[S:10][C:9]=2[CH:13]=1. The catalyst class is: 1.